Dataset: Full USPTO retrosynthesis dataset with 1.9M reactions from patents (1976-2016). Task: Predict the reactants needed to synthesize the given product. (1) Given the product [O:1]1[CH2:2][CH2:3][N:4]([CH2:7][C:8]2[CH:9]=[C:10]([CH:15]=[CH:16][CH:17]=2)[C:11]([OH:13])=[O:12])[CH2:5][CH2:6]1, predict the reactants needed to synthesize it. The reactants are: [O:1]1[CH2:6][CH2:5][N:4]([CH2:7][C:8]2[CH:9]=[C:10]([CH:15]=[CH:16][CH:17]=2)[C:11]([O:13]C)=[O:12])[CH2:3][CH2:2]1.[Li+].[OH-]. (2) Given the product [N:1]1([CH:21]([NH:16][C:15]2[CH:17]=[CH:18][C:12]([C:11]([F:19])([F:20])[F:10])=[CH:13][CH:14]=2)[CH2:22][CH3:23])[C:5]2[CH:6]=[CH:7][CH:8]=[CH:9][C:4]=2[N:3]=[N:2]1, predict the reactants needed to synthesize it. The reactants are: [NH:1]1[C:5]2[CH:6]=[CH:7][CH:8]=[CH:9][C:4]=2[N:3]=[N:2]1.[F:10][C:11]([F:20])([F:19])[C:12]1[CH:18]=[CH:17][C:15]([NH2:16])=[CH:14][CH:13]=1.[CH:21](=O)[CH2:22][CH3:23]. (3) Given the product [Br:16][C:17]1[CH:18]=[C:19]([C:23]2[CH:38]=[C:26]3[N:27]=[C:28]([CH3:37])[C:29]([CH:32]([OH:14])[C:33]([O:35][CH3:36])=[O:34])=[C:30]([I:31])[N:25]3[N:24]=2)[CH:20]=[CH:21][CH:22]=1, predict the reactants needed to synthesize it. The reactants are: C[Si]([N-][Si](C)(C)C)(C)C.[K+].C1C[O:14]CC1.[Br:16][C:17]1[CH:18]=[C:19]([C:23]2[CH:38]=[C:26]3[N:27]=[C:28]([CH3:37])[C:29]([CH2:32][C:33]([O:35][CH3:36])=[O:34])=[C:30]([I:31])[N:25]3[N:24]=2)[CH:20]=[CH:21][CH:22]=1.C1(C2ON2S(C2C=CC=CC=2)(=O)=O)C=CC=CC=1.